The task is: Regression. Given a peptide amino acid sequence and an MHC pseudo amino acid sequence, predict their binding affinity value. This is MHC class II binding data.. This data is from Peptide-MHC class II binding affinity with 134,281 pairs from IEDB. (1) The peptide sequence is GELQIVDKIDANFKI. The MHC is DRB3_0202 with pseudo-sequence DRB3_0202. The binding affinity (normalized) is 0.204. (2) The peptide sequence is LHGVRDGLVRDANNY. The MHC is DRB1_1501 with pseudo-sequence DRB1_1501. The binding affinity (normalized) is 0. (3) The peptide sequence is SQDLELSWNNNGLQAY. The MHC is DRB1_0802 with pseudo-sequence DRB1_0802. The binding affinity (normalized) is 0.209. (4) The peptide sequence is KAQGKTLGVNMVRRG. The MHC is HLA-DQA10303-DQB10402 with pseudo-sequence HLA-DQA10303-DQB10402. The binding affinity (normalized) is 0.